From a dataset of Forward reaction prediction with 1.9M reactions from USPTO patents (1976-2016). Predict the product of the given reaction. Given the reactants [F:1][C:2]1[CH:7]=[CH:6][C:5]([CH2:8][C:9]2[C:10]([N:16]3[CH2:22][C:21]4[CH:23]=[C:24](B(O)O)[CH:25]=[CH:26][C:20]=4[O:19][CH2:18][CH2:17]3)=[N:11][CH:12]=[N:13][C:14]=2C)=[CH:4][CH:3]=1.[NH2:30][C:31]1[C:36]([N+:37]([O-:39])=[O:38])=[CH:35][CH:34]=[C:33](Cl)[N:32]=1.C(=O)([O-])[O-].[K+].[K+], predict the reaction product. The product is: [F:1][C:2]1[CH:7]=[CH:6][C:5]([CH2:8][C:9]2[C:10]([N:16]3[CH2:22][C:21]4[CH:23]=[C:24]([C:33]5[N:32]=[C:31]([NH2:30])[C:36]([N+:37]([O-:39])=[O:38])=[CH:35][CH:34]=5)[CH:25]=[CH:26][C:20]=4[O:19][CH2:18][CH2:17]3)=[N:11][CH:12]=[N:13][CH:14]=2)=[CH:4][CH:3]=1.